The task is: Predict the reactants needed to synthesize the given product.. This data is from Full USPTO retrosynthesis dataset with 1.9M reactions from patents (1976-2016). (1) Given the product [NH2:14][CH2:13][C:12]1[CH:15]=[C:16]([N:19]2[CH2:23][CH2:22][CH2:21][CH2:20]2)[CH:17]=[CH:18][C:11]=1[C:8]1[S:9][C:10]2[CH:2]([OH:1])[CH2:3][CH2:4][CH2:5][C:6]=2[N:7]=1, predict the reactants needed to synthesize it. The reactants are: [OH:1][CH:2]1[C:10]2[S:9][C:8]([C:11]3[CH:18]=[CH:17][C:16]([N:19]4[CH2:23][CH2:22][CH2:21][CH2:20]4)=[CH:15][C:12]=3[C:13]#[N:14])=[N:7][C:6]=2[CH2:5][CH2:4][CH2:3]1.[H-].[H-].[H-].[H-].[Li+].[Al+3].C1COCC1. (2) Given the product [CH:1]1([C@@H:7]([NH:9][C:10]([C:12]2[C:21]3[C:16](=[CH:17][CH:18]=[C:19]([F:22])[CH:20]=3)[N:15]=[C:14]([C:23]3[S:24][CH:25]=[CH:26][CH:27]=3)[C:13]=2[CH2:28][N:29]2[CH2:34][CH2:33][N:32]([CH2:35][C:36]([N:40]3[CH2:45][CH2:44][O:43][CH2:42][CH2:41]3)=[O:37])[C:31](=[O:39])[CH2:30]2)=[O:11])[CH3:8])[CH2:2][CH2:3][CH2:4][CH2:5][CH2:6]1, predict the reactants needed to synthesize it. The reactants are: [CH:1]1([C@@H:7]([NH:9][C:10]([C:12]2[C:21]3[C:16](=[CH:17][CH:18]=[C:19]([F:22])[CH:20]=3)[N:15]=[C:14]([C:23]3[S:24][CH:25]=[CH:26][CH:27]=3)[C:13]=2[CH2:28][N:29]2[CH2:34][CH2:33][N:32]([CH2:35][C:36](O)=[O:37])[C:31](=[O:39])[CH2:30]2)=[O:11])[CH3:8])[CH2:6][CH2:5][CH2:4][CH2:3][CH2:2]1.[NH:40]1[CH2:45][CH2:44][O:43][CH2:42][CH2:41]1.CN(C(ON1N=NC2C=CC=CC1=2)=[N+](C)C)C.F[P-](F)(F)(F)(F)F.CN1CCOCC1. (3) Given the product [C:1]1(=[O:17])[CH2:12][CH2:11][CH2:10][CH2:9][CH2:8][CH2:7][CH2:6][CH2:5][CH2:4][CH2:3][CH2:2]1, predict the reactants needed to synthesize it. The reactants are: [CH2:1]1[CH2:12][CH2:11][CH2:10][CH2:9][CH2:8][CH2:7][CH2:6][CH2:5][CH2:4][CH2:3][CH2:2]1.C([O:17]N=O)(C)(C)C.ON1C(=O)C2=CC=CC=C2C1=O.S(=O)(=O)(O)O.[OH-].[Na+].C1(=NO)CCCCCCCCCCC1.[N+](C1CCCCCCCCCCC1)([O-])=O.